Predict the product of the given reaction. From a dataset of Forward reaction prediction with 1.9M reactions from USPTO patents (1976-2016). (1) Given the reactants [Cl:1][C:2]1[CH:3]=[C:4]2[N:18](CO)[C:17]([O:21][C@H:22]3[C@H:26]4[O:27][CH2:28][C@@H:29]([OH:30])[C@H:25]4[O:24][CH2:23]3)=[CH:16][C:5]2=[N:6][C:7]=1[C:8]#[C:9][C:10]1[CH:15]=[CH:14][CH:13]=[CH:12][CH:11]=1.C(N)CN, predict the reaction product. The product is: [Cl:1][C:2]1[CH:3]=[C:4]2[NH:18][C:17]([O:21][C@H:22]3[C@H:26]4[O:27][CH2:28][C@@H:29]([OH:30])[C@H:25]4[O:24][CH2:23]3)=[CH:16][C:5]2=[N:6][C:7]=1[C:8]#[C:9][C:10]1[CH:11]=[CH:12][CH:13]=[CH:14][CH:15]=1. (2) Given the reactants [F:1][C:2]1[CH:7]=[CH:6][C:5]([C:8]2[CH:13]=[CH:12][C:11]([C@@H:14]([N:16]3[CH2:21][CH2:20][C@@:19]([C:25]4[CH:30]=[CH:29][C:28]([F:31])=[CH:27][CH:26]=4)([CH2:22][CH2:23]O)[O:18][C:17]3=[O:32])[CH3:15])=[CH:10][CH:9]=2)=[CH:4][CH:3]=1.[F:33][CH2:34][CH2:35][NH2:36], predict the reaction product. The product is: [F:1][C:2]1[CH:7]=[CH:6][C:5]([C:8]2[CH:9]=[CH:10][C:11]([C@@H:14]([N:16]3[CH2:21][CH2:20][C@:19]([CH2:22][CH2:23][NH:36][CH2:35][CH2:34][F:33])([C:25]4[CH:26]=[CH:27][C:28]([F:31])=[CH:29][CH:30]=4)[O:18][C:17]3=[O:32])[CH3:15])=[CH:12][CH:13]=2)=[CH:4][CH:3]=1. (3) Given the reactants [CH2:1]([O:8][C:9]1[CH:10]=[CH:11][C:12]2[C:13]3[N:21]([CH2:22][C:23]([NH2:26])([CH3:25])[CH3:24])[C:20]([CH2:27][O:28][CH2:29][CH3:30])=[N:19][C:14]=3[CH:15]=[N:16][C:17]=2[CH:18]=1)[C:2]1[CH:7]=[CH:6][CH:5]=[CH:4][CH:3]=1.C(N(CC)CC)C.[C:38](Cl)(=[O:40])[CH3:39], predict the reaction product. The product is: [CH2:1]([O:8][C:9]1[CH:10]=[CH:11][C:12]2[C:13]3[N:21]([CH2:22][C:23]([NH:26][C:38](=[O:40])[CH3:39])([CH3:24])[CH3:25])[C:20]([CH2:27][O:28][CH2:29][CH3:30])=[N:19][C:14]=3[CH:15]=[N:16][C:17]=2[CH:18]=1)[C:2]1[CH:7]=[CH:6][CH:5]=[CH:4][CH:3]=1.